From a dataset of Reaction yield outcomes from USPTO patents with 853,638 reactions. Predict the reaction yield, written as a fraction of the theoretical maximum amount of product (1.0 means a 100% yield; for example, 0.34 means a 34% yield). The reactants are Br[C:2]1[N:3]=[C:4]([NH:11][C:12]2[CH:17]=[CH:16][C:15]([N:18]3[CH2:23][CH2:22][N:21]([CH:24]4[CH2:27][O:26][CH2:25]4)[CH2:20][CH2:19]3)=[CH:14][N:13]=2)[C:5]2[N:6]([CH:8]=[CH:9][N:10]=2)[CH:7]=1.C(O[CH2:32][C:33]1[C:38](B2OC(C)(C)C(C)(C)O2)=[CH:37][C:36]([F:48])=[CH:35][C:34]=1[N:49]1[CH2:61][CH2:60][N:52]2[C:53]3[CH2:54][CH2:55][CH2:56][CH2:57][C:58]=3[CH:59]=[C:51]2[C:50]1=[O:62])(=O)C.[O-]P([O-])([O-])=O.[K+].[K+].[K+].[CH3:71][C:72]([O-:74])=O.[Na+]. The catalyst is CC#N.O.C1C=CC(P(C2C=CC=CC=2)[C-]2C=CC=C2)=CC=1.C1C=CC(P(C2C=CC=CC=2)[C-]2C=CC=C2)=CC=1.Cl[Pd]Cl.[Fe+2].O1CCOCC1. The product is [F:48][C:36]1[CH:37]=[C:38]([C:2]2[N:3]=[C:4]([NH:11][C:12]3[CH:17]=[CH:16][C:15]([N:18]4[CH2:23][CH2:22][N:21]([CH:24]5[CH2:25][O:26][CH2:27]5)[CH2:20][CH2:19]4)=[CH:14][N:13]=3)[C:5]3[N:6]([CH:8]=[CH:9][N:10]=3)[CH:7]=2)[C:33]([CH2:32][C:72](=[O:74])[CH3:71])=[C:34]([N:49]2[CH2:61][CH2:60][N:52]3[C:53]4[CH2:54][CH2:55][CH2:56][CH2:57][C:58]=4[CH:59]=[C:51]3[C:50]2=[O:62])[CH:35]=1. The yield is 0.700.